From a dataset of Catalyst prediction with 721,799 reactions and 888 catalyst types from USPTO. Predict which catalyst facilitates the given reaction. (1) Reactant: [CH3:1][N:2]1[CH:6]=[C:5]([CH3:7])[C:4]([C:8](Cl)=[O:9])=[N:3]1.[C:11]1([S:17]([N:20]2[C:28]3[CH:27]=[C:26]([Sn:29]([CH3:32])([CH3:31])[CH3:30])[CH:25]=[C:24]([NH2:33])[C:23]=3[CH:22]=[N:21]2)(=[O:19])=[O:18])[CH:16]=[CH:15][CH:14]=[CH:13][CH:12]=1. Product: [CH3:1][N:2]1[CH:6]=[C:5]([CH3:7])[C:4]([C:8]([NH:33][C:24]2[CH:25]=[C:26]([Sn:29]([CH3:32])([CH3:31])[CH3:30])[CH:27]=[C:28]3[C:23]=2[CH:22]=[N:21][N:20]3[S:17]([C:11]2[CH:16]=[CH:15][CH:14]=[CH:13][CH:12]=2)(=[O:19])=[O:18])=[O:9])=[N:3]1. The catalyst class is: 202. (2) Reactant: [I:1][C:2]1[CH:3]=[C:4]([CH:8]=[CH:9][C:10]=1[CH3:11])[C:5](Cl)=[O:6].[NH2:12][C:13]1[CH:20]=[CH:19][C:16]([CH:17]=[O:18])=[C:15]([C:21]([F:24])([F:23])[F:22])[CH:14]=1.C(N(CC)CC)C. Product: [CH:17]([C:16]1[CH:19]=[CH:20][C:13]([NH:12][C:5](=[O:6])[C:4]2[CH:8]=[CH:9][C:10]([CH3:11])=[C:2]([I:1])[CH:3]=2)=[CH:14][C:15]=1[C:21]([F:22])([F:23])[F:24])=[O:18]. The catalyst class is: 4. (3) Reactant: FC(F)(F)C(O)=O.[CH:8]([O:11][C:12]([N:14]1[C:23]2[C:18](=[N:19][C:20]([C:24]([F:27])([F:26])[F:25])=[CH:21][CH:22]=2)[C@H:17]([N:28]([CH2:44][C:45]2[CH:50]=[C:49]([C:51]([F:54])([F:53])[F:52])[CH:48]=[C:47]([C:55]([F:58])([F:57])[F:56])[CH:46]=2)[C:29]2[N:30]=[N:31][N:32]([CH2:34][CH2:35][NH:36]C(OC(C)(C)C)=O)[N:33]=2)[CH2:16][C@@H:15]1[CH2:59][CH3:60])=[O:13])([CH3:10])[CH3:9].C(=O)(O)[O-].[Na+]. Product: [CH:8]([O:11][C:12]([N:14]1[C:23]2[C:18](=[N:19][C:20]([C:24]([F:27])([F:25])[F:26])=[CH:21][CH:22]=2)[C@H:17]([N:28]([C:29]2[N:30]=[N:31][N:32]([CH2:34][CH2:35][NH2:36])[N:33]=2)[CH2:44][C:45]2[CH:46]=[C:47]([C:55]([F:56])([F:57])[F:58])[CH:48]=[C:49]([C:51]([F:52])([F:53])[F:54])[CH:50]=2)[CH2:16][C@@H:15]1[CH2:59][CH3:60])=[O:13])([CH3:10])[CH3:9]. The catalyst class is: 4. (4) Reactant: I[C:2]1[C:7]([CH:8]([O:13][C:14]([CH3:17])([CH3:16])[CH3:15])[C:9]([O:11][CH3:12])=[O:10])=[C:6]([CH3:18])[N:5]=[C:4]2[S:19][C:20]3[CH2:25][CH2:24][CH2:23][CH2:22][C:21]=3[C:3]=12.C(=O)([O-])[O-].[K+].[K+].[CH3:32][C:33]1[CH:38]=[CH:37][C:36](B2OC(C)(C)C(C)(C)O2)=[CH:35][N:34]=1.C(OCC)(=O)C. Product: [CH3:18][C:6]1[N:5]=[C:4]2[S:19][C:20]3[CH2:25][CH2:24][CH2:23][CH2:22][C:21]=3[C:3]2=[C:2]([C:36]2[CH:35]=[N:34][C:33]([CH3:32])=[CH:38][CH:37]=2)[C:7]=1[CH:8]([O:13][C:14]([CH3:17])([CH3:16])[CH3:15])[C:9]([O:11][CH3:12])=[O:10]. The catalyst class is: 108. (5) Reactant: O1[C:5]2([CH2:10][CH2:9][CH:8]([C:11]3[C:19]4[C:14](=[CH:15][CH:16]=[CH:17][CH:18]=4)[NH:13][CH:12]=3)[CH2:7][CH2:6]2)[O:4]CC1.CN(C=O)C.Cl. Product: [NH:13]1[C:14]2[C:19](=[CH:18][CH:17]=[CH:16][CH:15]=2)[C:11]([CH:8]2[CH2:7][CH2:6][C:5](=[O:4])[CH2:10][CH2:9]2)=[CH:12]1. The catalyst class is: 6. (6) Reactant: C[Al](C)C.[CH3:5][O:6][CH2:7][CH2:8][NH2:9].C[O:11][C:12](=O)[C:13]1[CH:18]=[CH:17][C:16]([O:19][CH2:20][C:21]2[C:22]([C:28]3[CH:33]=[CH:32][C:31]([F:34])=[CH:30][CH:29]=3)=[N:23][O:24][C:25]=2[CH2:26][OH:27])=[N:15][CH:14]=1. Product: [F:34][C:31]1[CH:32]=[CH:33][C:28]([C:22]2[C:21]([CH2:20][O:19][C:16]3[CH:17]=[CH:18][C:13]([C:12]([NH:9][CH2:8][CH2:7][O:6][CH3:5])=[O:11])=[CH:14][N:15]=3)=[C:25]([CH2:26][OH:27])[O:24][N:23]=2)=[CH:29][CH:30]=1. The catalyst class is: 12.